From a dataset of Full USPTO retrosynthesis dataset with 1.9M reactions from patents (1976-2016). Predict the reactants needed to synthesize the given product. Given the product [CH3:6][NH:7][C:9]1[CH:14]=[CH:13][C:12]([C:15]2[N:16]=[C:17]([N:35]3[CH2:36][CH2:37][O:38][CH2:39][CH2:40]3)[C:18]3[S:23][C:22]([C:24]4[CH:29]=[CH:28][CH:27]=[C:26]([S:30]([CH3:33])(=[O:32])=[O:31])[CH:25]=4)=[C:21]([CH3:34])[C:19]=3[N:20]=2)=[CH:11][N:10]=1, predict the reactants needed to synthesize it. The reactants are: C(O[C:6](=O)[N:7]([C:9]1[CH:14]=[CH:13][C:12]([C:15]2[N:16]=[C:17]([N:35]3[CH2:40][CH2:39][O:38][CH2:37][CH2:36]3)[C:18]3[S:23][C:22]([C:24]4[CH:29]=[CH:28][CH:27]=[C:26]([S:30]([CH3:33])(=[O:32])=[O:31])[CH:25]=4)=[C:21]([CH3:34])[C:19]=3[N:20]=2)=[CH:11][N:10]=1)C)(C)(C)C.